This data is from Full USPTO retrosynthesis dataset with 1.9M reactions from patents (1976-2016). The task is: Predict the reactants needed to synthesize the given product. (1) Given the product [OH:50][CH:49]([C:44]1[CH:45]=[C:46]2[C:41](=[CH:42][CH:43]=1)[C:38]1=[N:39][O:40][C:36]([C:30]3[CH:29]=[N:28][N:27]([C:21]4[CH:22]=[CH:23][CH:24]=[CH:25][CH:26]=4)[C:31]=3[C:32]([F:35])([F:34])[F:33])=[C:37]1[CH2:48][CH2:47]2)[C:14]1[O:13][CH:17]=[CH:16][C:15]=1[C:18]([OH:20])=[O:19], predict the reactants needed to synthesize it. The reactants are: C(NC(C)C)(C)C.[Li]CCCC.[O:13]1[CH:17]=[CH:16][C:15]([C:18]([OH:20])=[O:19])=[CH:14]1.[C:21]1([N:27]2[C:31]([C:32]([F:35])([F:34])[F:33])=[C:30]([C:36]3[O:40][N:39]=[C:38]4[C:41]5[C:46]([CH2:47][CH2:48][C:37]=34)=[CH:45][C:44]([CH:49]=[O:50])=[CH:43][CH:42]=5)[CH:29]=[N:28]2)[CH:26]=[CH:25][CH:24]=[CH:23][CH:22]=1. (2) Given the product [Cl:18][C:19]1[N:20]=[N:21][C:22]([O:16][CH2:15][C:14]2[C:10]([C:6]3[CH:7]=[CH:8][CH:9]=[C:4]([F:3])[CH:5]=3)=[N:11][O:12][C:13]=2[CH3:17])=[CH:23][CH:24]=1, predict the reactants needed to synthesize it. The reactants are: [H-].[Na+].[F:3][C:4]1[CH:5]=[C:6]([C:10]2[C:14]([CH2:15][OH:16])=[C:13]([CH3:17])[O:12][N:11]=2)[CH:7]=[CH:8][CH:9]=1.[Cl:18][C:19]1[N:20]=[N:21][C:22](Cl)=[CH:23][CH:24]=1.[Cl-].[Na+]. (3) The reactants are: [O:1]=[C:2]1[CH2:7][CH2:6][CH:5]([CH2:8][C:9]([O:11][CH2:12][C:13]2[CH:18]=[CH:17][CH:16]=[CH:15][CH:14]=2)=[O:10])[CH2:4][CH2:3]1.[BH4-].[Na+]. Given the product [OH:1][C@@H:2]1[CH2:3][CH2:4][C@H:5]([CH2:8][C:9]([O:11][CH2:12][C:13]2[CH:14]=[CH:15][CH:16]=[CH:17][CH:18]=2)=[O:10])[CH2:6][CH2:7]1, predict the reactants needed to synthesize it. (4) Given the product [O:1]=[C:2]1[C:6]2([CH2:11][CH2:10][N:9]([CH2:41][CH2:42][CH2:43][C:44](=[O:45])[C:46]3[CH:51]=[CH:50][CH:49]=[CH:48][CH:47]=3)[CH2:8][CH2:7]2)[N:5]([C:12]2[CH:13]=[CH:14][CH:15]=[CH:16][CH:17]=2)[CH2:4][N:3]1[CH2:18][C:19]1[CH:20]=[C:21]([CH:29]=[CH:30][CH:31]=1)[C:22]([O:24][C:25]([CH3:28])([CH3:26])[CH3:27])=[O:23], predict the reactants needed to synthesize it. The reactants are: [O:1]=[C:2]1[C:6]2([CH2:11][CH2:10][NH:9][CH2:8][CH2:7]2)[N:5]([C:12]2[CH:17]=[CH:16][CH:15]=[CH:14][CH:13]=2)[CH2:4][N:3]1[CH2:18][C:19]1[CH:20]=[C:21]([CH:29]=[CH:30][CH:31]=1)[C:22]([O:24][C:25]([CH3:28])([CH3:27])[CH3:26])=[O:23].C(=O)([O-])[O-].[K+].[K+].[I-].[Na+].Cl[CH2:41][CH2:42][CH2:43][C:44]([C:46]1[CH:51]=[CH:50][CH:49]=[CH:48][CH:47]=1)=[O:45]. (5) Given the product [Cl:20][C:21]1[CH:26]=[CH:25][C:24]([NH:27][NH:28][C:1](=[O:6])/[C:34](=[N:31]/[NH:17][C:16]2[CH:15]=[CH:38][C:39]([Cl:19])=[CH:40][CH:41]=2)/[CH3:35])=[CH:23][CH:22]=1, predict the reactants needed to synthesize it. The reactants are: [C:1]([OH:6])(=O)C(C)=O.C1N=CN(C(N2C=[N:17][CH:16]=[CH:15]2)=O)C=1.[ClH:19].[Cl:20][C:21]1[CH:26]=[CH:25][C:24]([NH:27][NH2:28])=[CH:23][CH:22]=1.C([N:31]([CH2:34][CH3:35])CC)C.Cl.O1[CH2:41][CH2:40][CH2:39][CH2:38]1. (6) Given the product [F:21][C:22]1[CH:23]=[CH:24][C:25]([C:28]2[S:32][C:31]([CH3:33])=[N:30][C:29]=2[C:34]([N:2]2[C@H:3]([CH2:7][NH:8][C:9]([C:11]3[C:20]4[O:19][CH2:18][CH2:17][O:16][C:15]=4[CH:14]=[CH:13][CH:12]=3)=[O:10])[CH2:4][C@H:5]3[C@@H:1]2[CH2:6]3)=[O:35])=[CH:26][CH:27]=1, predict the reactants needed to synthesize it. The reactants are: [C@H:1]12[CH2:6][C@H:5]1[CH2:4][C@@H:3]([CH2:7][NH:8][C:9]([C:11]1[C:20]3[O:19][CH2:18][CH2:17][O:16][C:15]=3[CH:14]=[CH:13][CH:12]=1)=[O:10])[NH:2]2.[F:21][C:22]1[CH:27]=[CH:26][C:25]([C:28]2[S:32][C:31]([CH3:33])=[N:30][C:29]=2[C:34](O)=[O:35])=[CH:24][CH:23]=1. (7) Given the product [C:1]([NH:4][C:5]1[CH:6]=[C:7]2[S:13][C:12]([NH2:14])=[C:11]([C:24]([NH:26][C:27]3[CH:28]=[N:29][CH:30]=[CH:31][C:32]=3[N:33]3[CH2:38][C@H:37]([CH3:39])[C@@H:36]([OH:40])[C@H:35]([NH2:48])[CH2:34]3)=[O:25])[C:8]2=[N:9][CH:10]=1)(=[O:3])[CH3:2], predict the reactants needed to synthesize it. The reactants are: [C:1]([NH:4][C:5]1[CH:6]=[C:7]2[S:13][C:12]([NH:14]CC3C=CC(OC)=CC=3)=[C:11]([C:24]([NH:26][C:27]3[CH:28]=[N:29][CH:30]=[CH:31][C:32]=3[N:33]3[CH2:38][C@H:37]([CH3:39])[C@@H:36]([O:40][Si](C(C)(C)C)(C)C)[C@H:35]([NH:48]C(=O)OC(C)(C)C)[CH2:34]3)=[O:25])[C:8]2=[N:9][CH:10]=1)(=[O:3])[CH3:2].C(O)(C(F)(F)F)=O.Cl.O1CCOCC1.